Dataset: Reaction yield outcomes from USPTO patents with 853,638 reactions. Task: Predict the reaction yield, written as a fraction of the theoretical maximum amount of product (1.0 means a 100% yield; for example, 0.34 means a 34% yield). (1) The reactants are [C:1]([O:5][C:6]([N:8]([CH3:42])[C:9]1[N:14]=[C:13](/[CH:15]=[CH:16]/[CH2:17][O:18][C:19]2[CH:41]=[CH:40][C:22]([CH2:23][C@@H:24]([C:36]([O:38][CH3:39])=[O:37])[NH:25][C:26](=[O:35])[C:27]3[C:32]([Cl:33])=[CH:31][CH:30]=[CH:29][C:28]=3[Cl:34])=[CH:21][CH:20]=2)[CH:12]=[CH:11][CH:10]=1)=[O:7])([CH3:4])([CH3:3])[CH3:2].[H][H]. The catalyst is CO.[Pt]. The product is [C:1]([O:5][C:6]([N:8]([CH3:42])[C:9]1[N:14]=[C:13]([CH2:15][CH2:16][CH2:17][O:18][C:19]2[CH:20]=[CH:21][C:22]([CH2:23][C@@H:24]([C:36]([O:38][CH3:39])=[O:37])[NH:25][C:26](=[O:35])[C:27]3[C:28]([Cl:34])=[CH:29][CH:30]=[CH:31][C:32]=3[Cl:33])=[CH:40][CH:41]=2)[CH:12]=[CH:11][CH:10]=1)=[O:7])([CH3:4])([CH3:3])[CH3:2]. The yield is 0.990. (2) The reactants are [CH3:1][C:2]([C:7]1[CH:12]=[CH:11][CH:10]=[CH:9][CH:8]=1)([CH3:6])[C:3](O)=[O:4].S(Cl)(Cl)=O.C(=O)([O-])[O-].[K+].[K+].Cl.[CH3:24][NH:25][CH3:26].Cl. The catalyst is C1(C)C=CC=CC=1.O.C(OC)(C)(C)C. The product is [CH3:24][N:25]([CH3:26])[C:3](=[O:4])[C:2]([CH3:6])([C:7]1[CH:12]=[CH:11][CH:10]=[CH:9][CH:8]=1)[CH3:1]. The yield is 0.880.